Dataset: Forward reaction prediction with 1.9M reactions from USPTO patents (1976-2016). Task: Predict the product of the given reaction. Given the reactants [CH3:1][N:2]([CH3:14])[CH2:3][CH2:4][NH:5][C:6](=[O:13])[CH2:7][C:8]1[CH:12]=[CH:11][S:10][CH:9]=1.[Br:15][CH2:16][C:17]([O:19][CH2:20][CH3:21])=[O:18], predict the reaction product. The product is: [Br-:15].[CH2:20]([O:19][C:17](=[O:18])[CH2:16][N+:2]([CH3:1])([CH3:14])[CH2:3][CH2:4][NH:5][C:6](=[O:13])[CH2:7][C:8]1[CH:12]=[CH:11][S:10][CH:9]=1)[CH3:21].